This data is from Forward reaction prediction with 1.9M reactions from USPTO patents (1976-2016). The task is: Predict the product of the given reaction. (1) Given the reactants [OH:1][C:2]1[CH:11]=[C:10]2[C:5]([C:6]([NH:12][C:13]3[CH:14]=[C:15]4[C:19](=[CH:20][CH:21]=3)[NH:18][CH:17]=[CH:16]4)=[N:7][CH:8]=[N:9]2)=[CH:4][C:3]=1[O:22][CH3:23].[O:24]=[S:25]1(=[O:35])[CH2:30][CH2:29][N:28]([CH2:31][CH2:32][CH2:33]O)[CH2:27][CH2:26]1, predict the reaction product. The product is: [O:35]=[S:25]1(=[O:24])[CH2:30][CH2:29][N:28]([CH2:31][CH2:32][CH2:33][O:1][C:2]2[CH:11]=[C:10]3[C:5]([C:6]([NH:12][C:13]4[CH:14]=[C:15]5[C:19](=[CH:20][CH:21]=4)[NH:18][CH:17]=[CH:16]5)=[N:7][CH:8]=[N:9]3)=[CH:4][C:3]=2[O:22][CH3:23])[CH2:27][CH2:26]1. (2) Given the reactants [NH2:1][C:2]1[CH:7]=[CH:6][CH:5]=[CH:4][C:3]=1[SH:8].Br[CH2:10][CH2:11]Br.CCN(C(C)C)C(C)C.[BH4-].[Na+], predict the reaction product. The product is: [S:8]1[CH2:11][CH2:10][NH:1][C:2]2[CH:7]=[CH:6][CH:5]=[CH:4][C:3]1=2. (3) Given the reactants [CH2:1]([O:3][CH2:4][CH2:5]O)[CH3:2].CC(OI1(OC(C)=O)(OC(C)=O)OC(=O)C2C=CC=CC1=2)=O.[NH2:29][C:30]1[N:38]=[CH:37][C:36]([Cl:39])=[CH:35][C:31]=1[C:32]([OH:34])=[O:33].C(O)(=O)C.C(O[BH-](OC(=O)C)OC(=O)C)(=O)C.[Na+], predict the reaction product. The product is: [Cl:39][C:36]1[CH:37]=[N:38][C:30]([NH:29][CH2:5][CH2:4][O:3][CH2:1][CH3:2])=[C:31]([CH:35]=1)[C:32]([OH:34])=[O:33]. (4) Given the reactants F[C:2]1[CH:3]=[C:4]2[C:8](=[CH:9][CH:10]=1)[NH:7][C:6]([C:11]([OH:13])=O)=[CH:5]2.[NH:14]1[CH2:19][CH2:18][CH2:17][CH2:16][CH2:15]1, predict the reaction product. The product is: [NH:7]1[C:8]2[C:4](=[CH:3][CH:2]=[CH:10][CH:9]=2)[CH:5]=[C:6]1[C:11]([N:14]1[CH2:19][CH2:18][CH2:17][CH2:16][CH2:15]1)=[O:13]. (5) The product is: [NH2:20][CH2:19][C@@H:17]1[O:16][C:15](=[O:23])[N:14]([C:4]2[CH:5]=[CH:6][C:7]([N:8]3[CH:12]=[C:11]([CH3:13])[N:10]=[N:9]3)=[C:2]([F:1])[CH:3]=2)[CH2:18]1. Given the reactants [F:1][C:2]1[CH:3]=[C:4]([N:14]2[CH2:18][CH:17]([CH2:19][N:20]=[N+]=[N-])[O:16][C:15]2=[O:23])[CH:5]=[CH:6][C:7]=1[N:8]1[CH:12]=[C:11]([CH3:13])[N:10]=[N:9]1, predict the reaction product. (6) Given the reactants [F:1][C:2]1[CH:3]=[C:4]([NH:18][C:19]2[CH:24]=[C:23]([CH:25]3[CH2:30][CH2:29][CH2:28][NH:27][CH2:26]3)[N:22]=[C:21]([NH2:31])[N:20]=2)[CH:5]=[CH:6][C:7]=1[O:8][C:9]1[CH:14]=[CH:13][N:12]=[C:11]2[NH:15][CH:16]=[CH:17][C:10]=12.[C:32](OC(=O)C)(=[O:34])[CH3:33], predict the reaction product. The product is: [C:32]([N:27]1[CH2:28][CH2:29][CH2:30][CH:25]([C:23]2[N:22]=[C:21]([NH2:31])[N:20]=[C:19]([NH:18][C:4]3[CH:5]=[CH:6][C:7]([O:8][C:9]4[CH:14]=[CH:13][N:12]=[C:11]5[NH:15][CH:16]=[CH:17][C:10]=45)=[C:2]([F:1])[CH:3]=3)[CH:24]=2)[CH2:26]1)(=[O:34])[CH3:33].